This data is from Forward reaction prediction with 1.9M reactions from USPTO patents (1976-2016). The task is: Predict the product of the given reaction. (1) Given the reactants [Mg].II.Br[C:5]1[C:6]([F:13])=[C:7]([CH3:12])[C:8]([F:11])=[CH:9][CH:10]=1.[C:14](=[O:16])=[O:15], predict the reaction product. The product is: [F:13][C:6]1[C:7]([CH3:12])=[C:8]([F:11])[CH:9]=[CH:10][C:5]=1[C:14]([OH:16])=[O:15]. (2) The product is: [F:20][C:21]1[CH:30]=[C:29]([I:31])[CH:28]=[CH:27][C:22]=1[NH:23][C:24]1[N:25]([CH3:26])[C:11](=[O:13])[C:10]2[C:9]([CH3:16])=[CH:8][O:7][C:6]=2[C:5]=1[C:4]([O:3][CH2:1][CH3:2])=[O:17]. Given the reactants [CH2:1]([O:3][C:4](=[O:17])[CH2:5][C:6]1[O:7][CH:8]=[C:9]([CH3:16])[C:10]=1[C:11]([O:13]CC)=O)[CH3:2].[H-].[Na+].[F:20][C:21]1[CH:30]=[C:29]([I:31])[CH:28]=[CH:27][C:22]=1[N:23]=[C:24]=[N:25][CH3:26], predict the reaction product. (3) Given the reactants [Br:1][C:2]1[CH:9]=[CH:8][C:5]([CH:6]=O)=[C:4](F)[CH:3]=1.[NH2:11][C:12]([NH2:14])=[NH:13].CN(C=O)C, predict the reaction product. The product is: [Br:1][C:2]1[CH:3]=[C:4]2[C:5]([CH:6]=[N:11][C:12]([NH2:14])=[N:13]2)=[CH:8][CH:9]=1.